Dataset: Reaction yield outcomes from USPTO patents with 853,638 reactions. Task: Predict the reaction yield, written as a fraction of the theoretical maximum amount of product (1.0 means a 100% yield; for example, 0.34 means a 34% yield). (1) The reactants are Br[C:2]1[C:7]([Br:8])=[CH:6][C:5]([Cl:9])=[CH:4][N:3]=1.CN([CH:13]=[O:14])C. The catalyst is C(Cl)Cl. The product is [Br:8][C:7]1[C:2]([CH:13]=[O:14])=[N:3][CH:4]=[C:5]([Cl:9])[CH:6]=1. The yield is 0.260. (2) The reactants are [CH3:1][S:2]([C:5]1[CH:6]=[C:7]([C:11]2[N:16]3[N:17]=[C:18]([NH:20][C:21]4[CH:28]=[CH:27][C:24]([CH:25]=[O:26])=[CH:23][CH:22]=4)[N:19]=[C:15]3[CH:14]=[CH:13][CH:12]=2)[CH:8]=[CH:9][CH:10]=1)(=[O:4])=[O:3].[BH4-].[Na+]. The catalyst is O1CCCC1. The product is [CH3:1][S:2]([C:5]1[CH:6]=[C:7]([C:11]2[N:16]3[N:17]=[C:18]([NH:20][C:21]4[CH:22]=[CH:23][C:24]([CH2:25][OH:26])=[CH:27][CH:28]=4)[N:19]=[C:15]3[CH:14]=[CH:13][CH:12]=2)[CH:8]=[CH:9][CH:10]=1)(=[O:4])=[O:3]. The yield is 0.670. (3) The reactants are [CH:1]1([C:5]2[CH:14]=[CH:13][C:8]([C:9]([O:11][CH3:12])=[O:10])=[CH:7][CH:6]=2)[CH2:4][CH2:3][CH2:2]1.[I:15]([O-])(=O)(=O)=O.[Na+].II.S(=O)(=O)(O)O. The catalyst is C(O)(=O)C. The product is [CH:1]1([C:5]2[CH:6]=[CH:7][C:8]([C:9]([O:11][CH3:12])=[O:10])=[CH:13][C:14]=2[I:15])[CH2:2][CH2:3][CH2:4]1. The yield is 0.450. (4) The reactants are [F:1][C:2]1[CH:7]=[CH:6][CH:5]=[CH:4][C:3]=1[CH2:8][O:9][C:10]1[CH:15]=[CH:14][C:13]([C@@H:16]2[N:20]([C:21]([O:23][C:24]([CH3:27])([CH3:26])[CH3:25])=[O:22])[C@:19]([CH3:32])([C:28]([O:30]C)=[O:29])[CH2:18][CH2:17]2)=[CH:12][C:11]=1[O:33][CH3:34].O[Li].O. The catalyst is CO.O. The product is [CH3:27][C:24]([O:23][C:21]([N:20]1[C@@H:16]([C:13]2[CH:14]=[CH:15][C:10]([O:9][CH2:8][C:3]3[CH:4]=[CH:5][CH:6]=[CH:7][C:2]=3[F:1])=[C:11]([O:33][CH3:34])[CH:12]=2)[CH2:17][CH2:18][C@@:19]1([CH3:32])[C:28]([OH:30])=[O:29])=[O:22])([CH3:25])[CH3:26]. The yield is 0.970. (5) The reactants are CC(OI1(OC(C)=O)(OC(C)=O)OC(=O)C2C1=CC=CC=2)=O.[NH:23]1[C:31]2[C:26](=[C:27]([CH2:32][OH:33])[CH:28]=[CH:29][CH:30]=2)[CH:25]=[CH:24]1.[OH-].[Na+].CCOCC. The catalyst is C(Cl)Cl. The product is [NH:23]1[C:31]2[CH:30]=[CH:29][CH:28]=[C:27]([CH:32]=[O:33])[C:26]=2[CH:25]=[CH:24]1. The yield is 0.530. (6) The yield is 0.690. The product is [Si:28]([O:18][C@H:16]1[CH2:15][C:12]2([CH2:13][CH2:14]2)[O:11][C@@H:10]([C:9]2[CH:8]=[CH:7][N:6]=[CH:5][C:4]=2[N+:1]([O-:3])=[O:2])[CH2:17]1)([C:24]([CH3:27])([CH3:26])[CH3:25])([CH3:30])[CH3:29]. The catalyst is CN(C=O)C. The reactants are [N+:1]([C:4]1[CH:5]=[N:6][CH:7]=[CH:8][C:9]=1[CH:10]1[CH2:17][CH:16]([OH:18])[CH2:15][C:12]2([CH2:14][CH2:13]2)[O:11]1)([O-:3])=[O:2].N1C=CN=C1.[C:24]([Si:28](Cl)([CH3:30])[CH3:29])([CH3:27])([CH3:26])[CH3:25].O. (7) The reactants are [H-].[H-].[H-].[H-].[Li+].[Al+3].OS(O)(=O)=O.[CH2:12]([N:19]1[CH2:24][CH2:23][C:22]([N:27]2[CH2:32][CH2:31][N:30]([CH:33]3[CH2:35][CH2:34]3)[CH2:29][CH2:28]2)([C:25]#[N:26])[CH2:21][CH2:20]1)[C:13]1[CH:18]=[CH:17][CH:16]=[CH:15][CH:14]=1. The catalyst is C1COCC1. The product is [CH2:12]([N:19]1[CH2:24][CH2:23][C:22]([CH2:25][NH2:26])([N:27]2[CH2:32][CH2:31][N:30]([CH:33]3[CH2:35][CH2:34]3)[CH2:29][CH2:28]2)[CH2:21][CH2:20]1)[C:13]1[CH:18]=[CH:17][CH:16]=[CH:15][CH:14]=1. The yield is 0.900. (8) The reactants are FC(F)(F)S(O/[C:7](/[CH3:26])=[C:8](/[C:20]1[CH:25]=[CH:24][CH:23]=[CH:22][CH:21]=1)\[C:9](=[O:19])[NH:10][CH2:11][CH2:12][C:13]1[CH:18]=[CH:17][CH:16]=[CH:15][CH:14]=1)(=O)=O.[F:29][C:30]1[C:31]([OH:39])=[C:32]([CH:36]=[CH:37][CH:38]=1)[C:33]([NH2:35])=[O:34].[C:40](=O)([O-])[O-].[Cs+].[Cs+]. The catalyst is C1C=CC(/C=C/C(/C=C/C2C=CC=CC=2)=O)=CC=1.C1C=CC(/C=C/C(/C=C/C2C=CC=CC=2)=O)=CC=1.C1C=CC(/C=C/C(/C=C/C2C=CC=CC=2)=O)=CC=1.[Pd].[Pd]. The product is [F:29][C:30]1[C:31]([O:39][CH3:40])=[C:32]([CH:36]=[CH:37][CH:38]=1)[C:33]([NH:35]/[C:7](/[CH3:26])=[C:8](/[C:20]1[CH:21]=[CH:22][CH:23]=[CH:24][CH:25]=1)\[C:9](=[O:19])[NH:10][CH2:11][CH2:12][C:13]1[CH:14]=[CH:15][CH:16]=[CH:17][CH:18]=1)=[O:34]. The yield is 0.560. (9) The reactants are [O:1]=[C:2]([NH:8][C:9]1[CH:10]=[C:11]([CH3:15])[CH:12]=[CH:13][CH:14]=1)/[CH:3]=[CH:4]\[C:5]([OH:7])=O.[CH3:16][CH2:17][N:18](CC)[CH2:19][CH3:20].ClC(OC)=O.N1CCCC1. The catalyst is C1COCC1. The product is [O:7]=[C:5]([N:18]1[CH2:19][CH2:20][CH2:16][CH2:17]1)/[CH:4]=[CH:3]\[C:2]([NH:8][C:9]1[CH:10]=[C:11]([CH3:15])[CH:12]=[CH:13][CH:14]=1)=[O:1]. The yield is 0.590. (10) The reactants are [NH2:1][C:2]1[C:3]([C:7]([OH:9])=O)=[N:4][S:5][N:6]=1.[Br:10][C:11]1[CH:12]=[C:13]([CH:15]=[CH:16][C:17]=1[F:18])[NH2:14].F[P-](F)(F)(F)(F)F.N1(OC(N(C)C)=[N+](C)C)C2C=CC=CC=2N=N1.C(N(CC)C(C)C)(C)C. The catalyst is CN(C)C=O.[Cl-].[Na+].O.Cl. The product is [NH2:1][C:2]1[C:3]([C:7]([NH:14][C:13]2[CH:15]=[CH:16][C:17]([F:18])=[C:11]([Br:10])[CH:12]=2)=[O:9])=[N:4][S:5][N:6]=1. The yield is 0.760.